From a dataset of Forward reaction prediction with 1.9M reactions from USPTO patents (1976-2016). Predict the product of the given reaction. (1) Given the reactants Br[C:2]1[CH:3]=[C:4]([C:8]2[CH:13]=[C:12]([C:14]3[CH:19]=[CH:18][C:17]([C:20]([F:23])([F:22])[F:21])=[CH:16][CH:15]=3)[CH:11]=[C:10]([CH3:24])[N:9]=2)[CH:5]=[CH:6][CH:7]=1.[N:25]1[CH:30]=[CH:29][CH:28]=[C:27](B(O)O)[CH:26]=1, predict the reaction product. The product is: [CH3:24][C:10]1[CH:11]=[C:12]([C:14]2[CH:19]=[CH:18][C:17]([C:20]([F:23])([F:22])[F:21])=[CH:16][CH:15]=2)[CH:13]=[C:8]([C:4]2[CH:5]=[CH:6][CH:7]=[C:2]([C:27]3[CH:26]=[N:25][CH:30]=[CH:29][CH:28]=3)[CH:3]=2)[N:9]=1. (2) Given the reactants [Cl:1][C:2]1[C:7]([F:8])=[CH:6][CH:5]=[CH:4][C:3]=1[NH:9][C:10](=[O:18])[CH:11]([CH3:17])[C:12]([O:14]CC)=[O:13], predict the reaction product. The product is: [Cl:1][C:2]1[C:7]([F:8])=[CH:6][CH:5]=[CH:4][C:3]=1[NH:9][C:10](=[O:18])[CH:11]([CH3:17])[C:12]([OH:14])=[O:13]. (3) Given the reactants [Cl:1][C:2]1[CH:11]=[C:10]2[C:5]([CH:6]=[CH:7][N:8]=[CH:9]2)=[CH:4][C:3]=1[F:12].ClC1C=C(C(OO)=[O:21])C=CC=1, predict the reaction product. The product is: [Cl:1][C:2]1[CH:11]=[C:10]2[C:5]([CH:6]=[CH:7][N+:8]([O-:21])=[CH:9]2)=[CH:4][C:3]=1[F:12]. (4) Given the reactants [N+:1]([C:4]1[CH:5]=[C:6]([CH:10]=[CH:11][C:12]=1[O:13][CH3:14])[C:7]([OH:9])=O)([O-:3])=[O:2].[CH3:15][O:16][C:17]1[CH:32]=[CH:31][C:20]([C:21]([NH:23][C:24]2[C:25]([NH2:30])=[CH:26][CH:27]=[CH:28][CH:29]=2)=[O:22])=[CH:19][CH:18]=1, predict the reaction product. The product is: [N+:1]([C:4]1[CH:5]=[C:6]([CH:10]=[CH:11][C:12]=1[O:13][CH3:14])[C:7]([NH:30][C:25]1[C:24]([NH:23][C:21](=[O:22])[C:20]2[CH:19]=[CH:18][C:17]([O:16][CH3:15])=[CH:32][CH:31]=2)=[CH:29][CH:28]=[CH:27][CH:26]=1)=[O:9])([O-:3])=[O:2]. (5) Given the reactants Cl[C:2]1[N:7]=[C:6]([N:8]([CH3:10])[CH3:9])[C:5]([CH3:11])=[CH:4][N:3]=1.[CH2:12]([O:19][C:20](=[O:30])[NH:21][CH2:22][C@H:23]1[CH2:28][CH2:27][C@@H:26]([NH2:29])[CH2:25][CH2:24]1)[C:13]1[CH:18]=[CH:17][CH:16]=[CH:15][CH:14]=1.CCN(C(C)C)C(C)C.CC(O)(C)C, predict the reaction product. The product is: [CH2:12]([O:19][C:20](=[O:30])[NH:21][CH2:22][C@H:23]1[CH2:28][CH2:27][C@@H:26]([NH:29][C:2]2[N:7]=[C:6]([N:8]([CH3:10])[CH3:9])[C:5]([CH3:11])=[CH:4][N:3]=2)[CH2:25][CH2:24]1)[C:13]1[CH:14]=[CH:15][CH:16]=[CH:17][CH:18]=1. (6) The product is: [Cl:4][C:5]1[CH:6]=[CH:7][C:8]([C:11]2[N:12]=[C:13]([C:16]([CH3:17])([CH3:23])[C:28]([N:26]([O:2][CH3:1])[CH3:25])=[O:29])[S:14][CH:15]=2)=[CH:9][CH:10]=1. Given the reactants [CH3:1][O-:2].[Na+].[Cl:4][C:5]1[CH:10]=[CH:9][C:8]([C:11]2[N:12]=[C:13]([CH2:16][C:17](N(OC)C)=O)[S:14][CH:15]=2)=[CH:7][CH:6]=1.[CH3:23]I.[CH3:25][N:26]([CH:28]=[O:29])C, predict the reaction product. (7) The product is: [CH:2]1([S:4]([N:28]2[CH2:29][CH2:30][CH:26]([C:23]3[CH:24]=[CH:25][C:20]([C:19]([NH:18][CH2:17][C:14]4[CH:15]=[CH:16][N:11]5[CH:10]=[CH:9][N:8]=[C:12]5[CH:13]=4)=[O:31])=[CH:21][CH:22]=3)[CH2:27]2)(=[O:6])=[O:5])[CH2:3][CH2:1]1. Given the reactants [CH3:1][CH:2]([S:4](Cl)(=[O:6])=[O:5])[CH3:3].[N:8]1[CH:9]=[CH:10][N:11]2[CH:16]=[CH:15][C:14]([CH2:17][NH:18][C:19](=[O:31])[C:20]3[CH:25]=[CH:24][C:23]([CH:26]4[CH2:30][CH2:29][NH:28][CH2:27]4)=[CH:22][CH:21]=3)=[CH:13][C:12]=12.N1CC(C2C=CC(C(NCC3C=CN4C=CN=C4C=3)=O)=CC=2)C1, predict the reaction product. (8) Given the reactants II.[Br:3][C:4]1[CH:5]=[CH:6][C:7]([N:10]2[CH2:14][CH2:13][C@@H:12]([NH:15][C:16](=O)[CH2:17][O:18]C)[CH2:11]2)=[N:8][CH:9]=1.[BH4-].[Na+], predict the reaction product. The product is: [Br:3][C:4]1[CH:5]=[CH:6][C:7]([N:10]2[CH2:14][CH2:13][C@@H:12]([NH:15][CH2:16][CH2:17][OH:18])[CH2:11]2)=[N:8][CH:9]=1.